This data is from Forward reaction prediction with 1.9M reactions from USPTO patents (1976-2016). The task is: Predict the product of the given reaction. (1) Given the reactants [Cl:1][C:2]1[CH:3]=[C:4]2[C:8](=[CH:9][CH:10]=1)[N:7]([CH2:11][CH:12]([CH3:14])[CH3:13])[CH:6]=[C:5]2[C:15]([OH:17])=O.O=S(Cl)[Cl:20], predict the reaction product. The product is: [Cl:1][C:2]1[CH:3]=[C:4]2[C:8](=[CH:9][CH:10]=1)[N:7]([CH2:11][CH:12]([CH3:14])[CH3:13])[CH:6]=[C:5]2[C:15]([Cl:20])=[O:17]. (2) Given the reactants [CH2:1]([O:3][C:4]([C:6]1[S:10][C:9]([C:11]2[CH:16]=[CH:15][C:14]([Cl:17])=[CH:13][CH:12]=2)=[N:8][C:7]=1[CH3:18])=[O:5])[CH3:2].C1C(=O)N([Br:26])C(=O)C1, predict the reaction product. The product is: [CH2:1]([O:3][C:4]([C:6]1[S:10][C:9]([C:11]2[CH:12]=[CH:13][C:14]([Cl:17])=[CH:15][CH:16]=2)=[N:8][C:7]=1[CH2:18][Br:26])=[O:5])[CH3:2]. (3) Given the reactants Cl.[Cl:2][C:3]1[CH:11]=[CH:10][CH:9]=[C:8]2[C:4]=1[CH2:5][N:6]([C:12]([O:14][C@@H:15]1[CH2:19][C@@H:18]([C:20]([O:22][CH3:23])=[O:21])[NH:17][CH2:16]1)=[O:13])[CH2:7]2.[C:24]([O:28][C:29]([C@@H:31]([C:35]([CH3:38])([CH3:37])[CH3:36])[C:32](O)=[O:33])=[O:30])([CH3:27])([CH3:26])[CH3:25].CN(C(ON1N=NC2C=CC=NC1=2)=[N+](C)C)C.F[P-](F)(F)(F)(F)F.CCN(C(C)C)C(C)C, predict the reaction product. The product is: [Cl:2][C:3]1[CH:11]=[CH:10][CH:9]=[C:8]2[C:4]=1[CH2:5][N:6]([C:12]([O:14][C@@H:15]1[CH2:19][C@@H:18]([C:20]([O:22][CH3:23])=[O:21])[N:17]([C:32](=[O:33])[C@@H:31]([C:29]([O:28][C:24]([CH3:27])([CH3:26])[CH3:25])=[O:30])[C:35]([CH3:38])([CH3:37])[CH3:36])[CH2:16]1)=[O:13])[CH2:7]2.